Dataset: Forward reaction prediction with 1.9M reactions from USPTO patents (1976-2016). Task: Predict the product of the given reaction. (1) Given the reactants [CH3:1][O:2][C:3]1[CH:8]=[C:7]2[CH2:9][CH:10]([CH2:13][CH:14]3[CH2:19][CH2:18][N:17]([CH2:20][C:21]4[CH:26]=[CH:25][CH:24]=[CH:23][CH:22]=4)[CH2:16][CH2:15]3)[C:11](=[O:12])[C:6]2=[CH:5][C:4]=1[O:27][CH3:28].C(O)(C(O)=O)=O, predict the reaction product. The product is: [CH3:1][O:2][C:3]1[CH:8]=[C:7]2[CH2:9][CH:10]([CH2:13][CH:14]3[CH2:15][CH2:16][N:17]([CH2:20][C:21]4[CH:22]=[CH:23][CH:24]=[CH:25][CH:26]=4)[CH2:18][CH2:19]3)[C:11](=[O:12])[C:6]2=[CH:5][C:4]=1[O:27][CH3:28]. (2) Given the reactants [CH:1]1[CH:5]=[C:4]([CH2:6][C:7]2[NH:11][C:10](C=O)=[CH:9][CH:8]=2)[NH:3][CH:2]=1.C12C=C3N=C(C=C3)C=C3NC(C=C3)=CC3=NC(C=C3)=CC(N1)=CC=2, predict the reaction product. The product is: [CH:9]1[CH:8]=[C:7]([CH2:6][C:4]2[NH:3][CH:2]=[CH:1][CH:5]=2)[NH:11][CH:10]=1. (3) Given the reactants FC(F)(F)C(O)=O.[CH:8]([O:11][C:12]1[CH:17]=[CH:16][C:15]([S:18]([CH3:21])(=[O:20])=[O:19])=[CH:14][C:13]=1[C:22]([N:24]1[CH2:29][CH2:28][NH:27][CH2:26][CH2:25]1)=[O:23])([CH3:10])[CH3:9].Cl[C:31]1[CH:36]=[CH:35][C:34]([N+:37]([O-:39])=[O:38])=[CH:33][N:32]=1.C(=O)([O-])[O-].[K+].[K+], predict the reaction product. The product is: [CH:8]([O:11][C:12]1[CH:17]=[CH:16][C:15]([S:18]([CH3:21])(=[O:19])=[O:20])=[CH:14][C:13]=1[C:22]([N:24]1[CH2:29][CH2:28][N:27]([C:31]2[CH:36]=[CH:35][C:34]([N+:37]([O-:39])=[O:38])=[CH:33][N:32]=2)[CH2:26][CH2:25]1)=[O:23])([CH3:10])[CH3:9]. (4) Given the reactants [OH:1][CH2:2][C@@H:3]([NH:11][C:12](=[O:21])[O:13][CH2:14][C:15]1[CH:20]=[CH:19][CH:18]=[CH:17][CH:16]=1)[CH2:4][C@H:5]1[CH2:10][CH2:9][CH2:8][O:7][CH2:6]1.C(N(CC)CC)C.[S:29](Cl)([CH3:32])(=[O:31])=[O:30], predict the reaction product. The product is: [CH3:32][S:29]([O:1][CH2:2][C@@H:3]([NH:11][C:12]([O:13][CH2:14][C:15]1[CH:16]=[CH:17][CH:18]=[CH:19][CH:20]=1)=[O:21])[CH2:4][C@H:5]1[CH2:10][CH2:9][CH2:8][O:7][CH2:6]1)(=[O:31])=[O:30]. (5) Given the reactants [CH3:1][O:2][C:3]1[CH:4]=[C:5]([CH:8]=[CH:9][C:10]=1[N+:11]([O-])=O)[CH:6]=O.[C:14]([OH:19])(=[O:18])[C:15]([CH3:17])=O.[NH:20]1[C:24]([NH2:25])=[CH:23][CH:22]=[N:21]1, predict the reaction product. The product is: [NH2:11][C:10]1[CH:9]=[CH:8][C:5]([C:6]2[CH:17]=[C:15]([C:14]([OH:19])=[O:18])[C:23]3[CH:22]=[N:21][NH:20][C:24]=3[N:25]=2)=[CH:4][C:3]=1[O:2][CH3:1]. (6) Given the reactants [CH2:1]([C:3]1[S:4][C:5](B(O)O)=[CH:6][CH:7]=1)[CH3:2].Br[C:12]1[S:16][C:15]([S:17]([N:20]2[CH:24]=[CH:23][CH:22]=[CH:21]2)(=[O:19])=[O:18])=[CH:14][CH:13]=1, predict the reaction product. The product is: [CH2:1]([C:3]1[S:4][C:5]([C:12]2[S:16][C:15]([S:17]([N:20]3[CH:24]=[CH:23][CH:22]=[CH:21]3)(=[O:18])=[O:19])=[CH:14][CH:13]=2)=[CH:6][CH:7]=1)[CH3:2]. (7) Given the reactants C(Cl)(=O)C(Cl)=O.CS(C)=O.[Br:11][C:12]1[C:20]2[C:15](=[CH:16][N:17]=[C:18]([CH2:21][OH:22])[CH:19]=2)[O:14][CH:13]=1.CCN(CC)CC, predict the reaction product. The product is: [Br:11][C:12]1[C:20]2[C:15](=[CH:16][N:17]=[C:18]([CH:21]=[O:22])[CH:19]=2)[O:14][CH:13]=1. (8) The product is: [CH2:1]([C:3]1[NH:7][N:6]=[CH:5][C:4]=1[C:14]1[S:22][C:21]2[C:20](=[O:23])[NH:19][C:18]([CH3:25])([CH3:24])[N:17]([CH3:26])[C:16]=2[CH:15]=1)[CH3:2]. Given the reactants [CH2:1]([C:3]1[N:7](S(N(C)C)(=O)=O)[N:6]=[CH:5][C:4]=1[C:14]1[S:22][C:21]2[C:20](=[O:23])[NH:19][C:18]([CH3:25])([CH3:24])[N:17]([CH3:26])[C:16]=2[CH:15]=1)[CH3:2].C(O)(C(F)(F)F)=O.C([O-])(O)=O.[Na+].CC(C)=O.[O-]S([O-])(=O)=O.[Mg+2].CC1C=CC(S(O)(=O)=O)=CC=1, predict the reaction product. (9) The product is: [CH2:1]([C:8]1[CH:13]=[C:12]([CH3:14])[N:11]=[C:10]([NH:29][C:19]2[CH:20]=[CH:21][C:22]([N:23]3[CH:27]=[C:26]([CH3:28])[N:25]=[CH:24]3)=[C:17]([F:16])[CH:18]=2)[N:9]=1)[C:2]1[CH:7]=[CH:6][CH:5]=[CH:4][CH:3]=1. Given the reactants [CH2:1]([C:8]1[CH:13]=[C:12]([CH3:14])[N:11]=[C:10](Cl)[N:9]=1)[C:2]1[CH:7]=[CH:6][CH:5]=[CH:4][CH:3]=1.[F:16][C:17]1[CH:18]=[C:19]([NH2:29])[CH:20]=[CH:21][C:22]=1[N:23]1[CH:27]=[C:26]([CH3:28])[N:25]=[CH:24]1, predict the reaction product.